Dataset: Reaction yield outcomes from USPTO patents with 853,638 reactions. Task: Predict the reaction yield, written as a fraction of the theoretical maximum amount of product (1.0 means a 100% yield; for example, 0.34 means a 34% yield). (1) The reactants are C[O:2][C:3](=O)[C:4]1[CH:9]=[CH:8][C:7]([CH2:10][O:11][CH2:12][CH2:13][O:14][Si:15]([C:18]([CH3:21])([CH3:20])[CH3:19])([CH3:17])[CH3:16])=[CH:6][CH:5]=1.[H-].[H-].[H-].[H-].[Li+].[Al+3]. The catalyst is C1COCC1.O. The product is [Si:15]([O:14][CH2:13][CH2:12][O:11][CH2:10][C:7]1[CH:8]=[CH:9][C:4]([CH2:3][OH:2])=[CH:5][CH:6]=1)([C:18]([CH3:21])([CH3:20])[CH3:19])([CH3:17])[CH3:16]. The yield is 0.910. (2) The reactants are [N+:1]([C:4]1[CH:9]=[CH:8][C:7]([OH:10])=[CH:6][CH:5]=1)([O-:3])=[O:2].C([O-])([O-])=O.[K+].[K+].Br.[N:18]1[CH:23]=[CH:22][CH:21]=[CH:20][C:19]=1[CH2:24]Br. The catalyst is CC(C)=O. The product is [N+:1]([C:4]1[CH:9]=[CH:8][C:7]([O:10][CH2:24][C:19]2[CH:20]=[CH:21][CH:22]=[CH:23][N:18]=2)=[CH:6][CH:5]=1)([O-:3])=[O:2]. The yield is 0.950. (3) The reactants are [CH2:1]([NH:4][C:5]1[N:10]=[C:9]([NH:11][CH2:12][CH2:13][CH3:14])[N:8]=[C:7]([N:15]([CH3:18])[O:16][CH3:17])[N:6]=1)[CH2:2][CH3:3].Cl.[CH2:20](ONC)C. No catalyst specified. The product is [CH2:1]([NH:4][C:5]1[N:10]=[C:9]([NH:11][CH2:12][CH2:13][CH3:14])[N:8]=[C:7]([N:15]([CH3:18])[O:16][CH2:17][CH3:20])[N:6]=1)[CH2:2][CH3:3]. The yield is 0.930. (4) The reactants are [C:1]12([C:11]([NH2:13])=O)[CH2:10][CH:5]3[CH2:6][CH:7]([CH2:9][CH:3]([CH2:4]3)[CH2:2]1)[CH2:8]2.S(C)C.CO. The catalyst is C1COCC1. The product is [C:1]12([CH2:11][NH2:13])[CH2:8][CH:7]3[CH2:6][CH:5]([CH2:4][CH:3]([CH2:9]3)[CH2:2]1)[CH2:10]2. The yield is 0.590. (5) The reactants are F[P-](F)(F)(F)(F)F.N1(O[P+](N(C)C)(N(C)C)N(C)C)C2C=CC=CC=2N=N1.[F:28][C:29]1[CH:34]=[CH:33][CH:32]=[CH:31][C:30]=1[CH2:35][CH2:36][NH:37][C:38](=[O:52])[CH2:39][C:40]1([C:46]2[CH:51]=[CH:50][CH:49]=[CH:48][CH:47]=2)[CH2:45][CH2:44][NH:43][CH2:42][CH2:41]1.[F:53][C:54]1[CH:59]=[CH:58][C:57]([CH2:60][CH2:61][C:62](O)=[O:63])=[CH:56][CH:55]=1.C(N(CC)CC)C. The catalyst is O1CCCC1.C(OCC)C. The product is [F:28][C:29]1[CH:34]=[CH:33][CH:32]=[CH:31][C:30]=1[CH2:35][CH2:36][NH:37][C:38](=[O:52])[CH2:39][C:40]1([C:46]2[CH:51]=[CH:50][CH:49]=[CH:48][CH:47]=2)[CH2:45][CH2:44][N:43]([C:62](=[O:63])[CH2:61][CH2:60][C:57]2[CH:58]=[CH:59][C:54]([F:53])=[CH:55][CH:56]=2)[CH2:42][CH2:41]1. The yield is 0.340. (6) The reactants are Cl[C:2]1[N:7]=[C:6]([NH:8][C:9]2[N:14]=[CH:13][C:12]3[N:15]=[C:16]([CH3:21])[N:17]([CH:18]([CH3:20])[CH3:19])[C:11]=3[CH:10]=2)[CH:5]=[CH:4][N:3]=1.[CH2:22]([O:24][C:25](=[O:32])[C:26]([CH2:30][NH2:31])([CH3:29])[CH2:27]C)[CH3:23].C(N(CC)C(C)C)(C)C. The catalyst is C(O)(C)C. The product is [CH2:22]([O:24][C:25](=[O:32])[C:26]([CH3:29])([CH3:27])[CH2:30][NH:31][C:2]1[N:7]=[C:6]([NH:8][C:9]2[N:14]=[CH:13][C:12]3[N:15]=[C:16]([CH3:21])[N:17]([CH:18]([CH3:20])[CH3:19])[C:11]=3[CH:10]=2)[CH:5]=[CH:4][N:3]=1)[CH3:23]. The yield is 0.960. (7) The reactants are [NH:1]1[CH2:6][CH2:5][O:4][CH2:3][CH2:2]1.Cl[CH2:8][CH2:9][O:10][C:11]1[CH:20]=[C:19]2[C:14]([C:15]([OH:21])=[N:16][CH:17]=[N:18]2)=[CH:13][C:12]=1[O:22][CH3:23]. The catalyst is C(Cl)Cl. The product is [OH:21][C:15]1[C:14]2[C:19](=[CH:20][C:11]([O:10][CH2:9][CH2:8][N:1]3[CH2:6][CH2:5][O:4][CH2:3][CH2:2]3)=[C:12]([O:22][CH3:23])[CH:13]=2)[N:18]=[CH:17][N:16]=1. The yield is 0.460. (8) The reactants are [C:1]([C:3]1([C:16]([O:18][CH2:19][CH3:20])=[O:17])[CH2:8][CH2:7][N:6]([C:9]([O:11][C:12]([CH3:15])([CH3:14])[CH3:13])=[O:10])[CH2:5][CH2:4]1)#[N:2]. The catalyst is C(O)(=O)C.[Pt](=O)=O. The product is [NH2:2][CH2:1][C:3]1([C:16]([O:18][CH2:19][CH3:20])=[O:17])[CH2:4][CH2:5][N:6]([C:9]([O:11][C:12]([CH3:14])([CH3:15])[CH3:13])=[O:10])[CH2:7][CH2:8]1. The yield is 0.830.